This data is from hERG Central: cardiac toxicity at 1µM, 10µM, and general inhibition. The task is: Predict hERG channel inhibition at various concentrations. (1) The molecule is O=C(CCN1CCN(c2ccccc2)CC1)c1ccc(Cl)cc1. Results: hERG_inhib (hERG inhibition (general)): blocker. (2) Results: hERG_inhib (hERG inhibition (general)): blocker. The compound is CCn1ccnc1CN1CCC(n2nccc2NC(=O)c2ccccc2OC)CC1. (3) The compound is Cc1ccccc1C(=O)NCC(c1ccco1)N1CCc2ccccc21. Results: hERG_inhib (hERG inhibition (general)): blocker. (4) The compound is Cc1ccc(C(=O)N/C(=C\c2cccs2)C(=O)NCc2cccnc2)cc1. Results: hERG_inhib (hERG inhibition (general)): blocker. (5) The molecule is O=C(CSc1nc2c(sc3ccccc32)c(=O)n1CCCN1CCOCC1)NC1CCCC1. Results: hERG_inhib (hERG inhibition (general)): blocker.